This data is from Forward reaction prediction with 1.9M reactions from USPTO patents (1976-2016). The task is: Predict the product of the given reaction. (1) Given the reactants [Cl:1][C:2]1[C:3]([O:11][CH2:12][CH:13]([F:15])[F:14])=[N:4][CH:5]=[C:6]([CH:10]=1)[C:7]([OH:9])=[O:8].S(Cl)(Cl)=O.[CH3:20]O, predict the reaction product. The product is: [Cl:1][C:2]1[C:3]([O:11][CH2:12][CH:13]([F:15])[F:14])=[N:4][CH:5]=[C:6]([CH:10]=1)[C:7]([O:9][CH3:20])=[O:8]. (2) Given the reactants Cl.Cl.[CH2:3]([O:5][C:6]1[CH:7]=[C:8]2[C:13](=[C:14]3[CH2:18][C:17]([CH3:20])([CH3:19])[O:16][C:15]=13)[C:12]([C:21]1[CH:22]=[C:23]([NH2:27])[CH:24]=[CH:25][CH:26]=1)=[N:11][C:10]([CH3:29])([CH3:28])[CH2:9]2)[CH3:4].C(N(CC)CC)C.[N:37]([CH2:40][C:41](OCC)=[O:42])=[C:38]=[O:39], predict the reaction product. The product is: [CH2:3]([O:5][C:6]1[CH:7]=[C:8]2[C:13](=[C:14]3[CH2:18][C:17]([CH3:20])([CH3:19])[O:16][C:15]=13)[C:12]([C:21]1[CH:22]=[C:23]([N:27]3[C:41](=[O:42])[CH2:40][NH:37][C:38]3=[O:39])[CH:24]=[CH:25][CH:26]=1)=[N:11][C:10]([CH3:28])([CH3:29])[CH2:9]2)[CH3:4]. (3) Given the reactants [Cl:1][C:2]1[N:6]2[C:7]([C:14]([F:17])([F:16])[F:15])=[CH:8][CH:9]=[C:10]([C:11]([OH:13])=O)[C:5]2=[N:4][N:3]=1.[CH3:18][C:19]1[O:23][C:22]([NH2:24])=[N:21][N:20]=1.S(Cl)(Cl)=O, predict the reaction product. The product is: [Cl:1][C:2]1[N:6]2[C:7]([C:14]([F:17])([F:16])[F:15])=[CH:8][CH:9]=[C:10]([C:11]([NH:24][C:22]3[O:23][C:19]([CH3:18])=[N:20][N:21]=3)=[O:13])[C:5]2=[N:4][N:3]=1. (4) Given the reactants C([O:3][C:4](=O)[CH2:5][CH2:6][CH2:7][N:8]1[C:12]2[N:13]=[C:14]([CH3:38])[N:15]=[C:16]([NH:17][CH2:18][C@H:19]([NH:27][C:28]([O:30][CH2:31][C:32]3[CH:37]=[CH:36][CH:35]=[CH:34][CH:33]=3)=[O:29])[C:20]([O:22]C(C)(C)C)=[O:21])[C:11]=2[CH:10]=[CH:9]1)C.C([O-])C.[Na+].[NH2:44][C:45]1[NH:46][CH2:47][CH2:48][CH2:49][N:50]=1, predict the reaction product. The product is: [CH2:31]([O:30][C:28]([NH:27][C@@H:19]([CH2:18][NH:17][C:16]1[C:11]2[CH:10]=[CH:9][N:8]([CH2:7][CH2:6][CH2:5][C:4](=[O:3])[NH:44][C:45]3[NH:50][CH2:49][CH2:48][CH2:47][N:46]=3)[C:12]=2[N:13]=[C:14]([CH3:38])[N:15]=1)[C:20]([OH:22])=[O:21])=[O:29])[C:32]1[CH:37]=[CH:36][CH:35]=[CH:34][CH:33]=1. (5) The product is: [CH3:1][O:2][C:3]1[CH:4]=[C:5]2[C:10](=[CH:11][C:12]=1[O:13][CH3:14])[N:9]=[CH:8][CH:7]=[C:6]2[O:15][C:16]1[CH:17]=[CH:18][C:19]([NH:22][C:30]([NH:29][C:23]2[CH:28]=[CH:27][CH:26]=[CH:25][CH:24]=2)=[O:31])=[N:20][CH:21]=1. Given the reactants [CH3:1][O:2][C:3]1[CH:4]=[C:5]2[C:10](=[CH:11][C:12]=1[O:13][CH3:14])[N:9]=[CH:8][CH:7]=[C:6]2[O:15][C:16]1[CH:17]=[CH:18][C:19]([NH2:22])=[N:20][CH:21]=1.[C:23]1([N:29]=[C:30]=[O:31])[CH:28]=[CH:27][CH:26]=[CH:25][CH:24]=1.C(OCC)(=O)C.O, predict the reaction product.